Dataset: Forward reaction prediction with 1.9M reactions from USPTO patents (1976-2016). Task: Predict the product of the given reaction. (1) The product is: [CH3:1][CH:2]1[CH2:7][CH2:6][CH:5]([C:8]([N:10]([CH:23]([CH3:25])[CH3:24])[C:11]2[CH:12]=[C:13]([C:27]3[CH:32]=[CH:31][C:30]([C:33]4[O:34][C:35]5[C:36]([N:41]=4)=[N:37][CH:38]=[CH:39][CH:40]=5)=[CH:29][CH:28]=3)[S:14][C:15]=2[C:16]([O:18][CH3:19])=[O:17])=[O:9])[CH2:4][CH2:3]1. Given the reactants [CH3:1][C@H:2]1[CH2:7][CH2:6][C@H:5]([C:8]([N:10]([CH:23]([CH3:25])[CH3:24])[C:11]2[CH:12]=[C:13](B(O)O)[S:14][C:15]=2[C:16]([O:18][CH3:19])=[O:17])=[O:9])[CH2:4][CH2:3]1.Br[C:27]1[CH:32]=[CH:31][C:30]([C:33]2[O:34][C:35]3[C:36]([N:41]=2)=[N:37][CH:38]=[CH:39][CH:40]=3)=[CH:29][CH:28]=1.[F-].[Cs+].COCCOC, predict the reaction product. (2) Given the reactants [NH2:1][C:2]1[CH:3]=[C:4]2[C:9](=[C:10]([C:12]([N:14]([CH3:16])[CH3:15])=[O:13])[CH:11]=1)[N:8]=[CH:7][C:6]([C:17]#[N:18])=[C:5]2[NH:19][C:20]1[CH:25]=[CH:24][C:23]([F:26])=[C:22]([Cl:27])[CH:21]=1.[C:28]([C:30]1[CH:31]=[C:32]([CH:35]=[CH:36][CH:37]=1)[CH:33]=O)#[N:29].[BH3-]C#N.[Na+], predict the reaction product. The product is: [Cl:27][C:22]1[CH:21]=[C:20]([NH:19][C:5]2[C:4]3[C:9](=[C:10]([C:12]([N:14]([CH3:15])[CH3:16])=[O:13])[CH:11]=[C:2]([NH:1][CH2:33][C:32]4[CH:35]=[CH:36][CH:37]=[C:30]([C:28]#[N:29])[CH:31]=4)[CH:3]=3)[N:8]=[CH:7][C:6]=2[C:17]#[N:18])[CH:25]=[CH:24][C:23]=1[F:26]. (3) Given the reactants [Cl:1][C:2]1[N:10]=[C:9]([NH2:11])[N:8]=[C:7]2[C:3]=1[N:4]=[CH:5][NH:6]2.[H-].[Na+].I[CH:15]([CH3:17])[CH3:16], predict the reaction product. The product is: [Cl:1][C:2]1[N:10]=[C:9]([NH2:11])[N:8]=[C:7]2[C:3]=1[N:4]=[CH:5][N:6]2[CH:15]([CH3:17])[CH3:16]. (4) Given the reactants O=[CH:2][CH2:3][NH:4][C:5](=[O:11])[O:6][C:7]([CH3:10])([CH3:9])[CH3:8].[CH:12]1([C:18]2[C:19]3[CH:20]=[CH:21][C:22]([C:39]([O:41][CH3:42])=[O:40])=[CH:23][C:24]=3[N:25]3[C:32]=2[C:31]2[CH:33]=[CH:34][CH:35]=[CH:36][C:30]=2[O:29][CH2:28][C@H:27]([NH:37][CH3:38])[CH2:26]3)[CH2:17][CH2:16][CH2:15][CH2:14][CH2:13]1.C(O)(=O)C.C([O-])(=O)C.[Na+], predict the reaction product. The product is: [C:7]([O:6][C:5]([NH:4][CH2:3][CH2:2][N:37]([CH3:38])[C@@H:27]1[CH2:26][N:25]2[C:24]3[CH:23]=[C:22]([C:39]([O:41][CH3:42])=[O:40])[CH:21]=[CH:20][C:19]=3[C:18]([CH:12]3[CH2:17][CH2:16][CH2:15][CH2:14][CH2:13]3)=[C:32]2[C:31]2[CH:33]=[CH:34][CH:35]=[CH:36][C:30]=2[O:29][CH2:28]1)=[O:11])([CH3:10])([CH3:9])[CH3:8].